This data is from Forward reaction prediction with 1.9M reactions from USPTO patents (1976-2016). The task is: Predict the product of the given reaction. Given the reactants Br[C:2]1[S:3][C:4]([C:8]2[N:12]3[N:13]=[C:14]([CH3:22])[CH:15]=[C:16]([CH:17]([CH2:20][CH3:21])[CH2:18][CH3:19])[C:11]3=[N:10][C:9]=2[CH3:23])=[C:5]([Br:7])[N:6]=1.[Li]CCCC.O, predict the reaction product. The product is: [Br:7][C:5]1[N:6]=[CH:2][S:3][C:4]=1[C:8]1[N:12]2[N:13]=[C:14]([CH3:22])[CH:15]=[C:16]([CH:17]([CH2:18][CH3:19])[CH2:20][CH3:21])[C:11]2=[N:10][C:9]=1[CH3:23].